Dataset: Experimentally validated miRNA-target interactions with 360,000+ pairs, plus equal number of negative samples. Task: Binary Classification. Given a miRNA mature sequence and a target amino acid sequence, predict their likelihood of interaction. (1) Result: 1 (interaction). The miRNA is hsa-miR-4257 with sequence CCAGAGGUGGGGACUGAG. The protein sequence of the target gene is MFPAQDALPRSGLNLKEEPLLPAGLGSVRSWMQGAGILDASTAAQSGVGLARAHFEKQPPSNLRKSNFFHFVLAMYDRQGQPVEVERTAFIDFVEKDREPGAEKTNNGIHYRLRLVYNNGLRTEQDLYVRLIDSMSKQAIIYEGQDKNPEMCRVLLTHEIMCSRCCDRKSCGNRNETPSDPVIIDRFFLKFFLKCNQNCLKNAGNPRDMRRFQVVVSTTVSVDGHVLAVSDNMFVHNNSKHGRRARRLDPSEAATPCIKAISPGEGWTTGGATVIVIGDNFFDGLQVVFGNVLVWSELIT.... (2) The miRNA is hsa-miR-766-3p with sequence ACUCCAGCCCCACAGCCUCAGC. The protein sequence of the target gene is MIARRNPEPLRFLPDEARSLPPPKLTDPRLLYIGFLGYCSGLIDNLIRRRPIATAGLHRQLLYITAFFFAGYYLVKREDYLYAVRDREMFGYMKLHPEDFPEEDKKTYGEIFEKFHPIR. Result: 1 (interaction). (3) The miRNA is hsa-miR-1233-3p with sequence UGAGCCCUGUCCUCCCGCAG. The protein sequence of the target gene is MEAEGCRYQFRVALLGDAAVGKTSLLRSYVAGAPGAPEPEPEPEPTVGAECYRRALQLRAGPRVKLQLWDTAGHERFRCITRSFYRNVVGVLLVFDVTNRKSFEHIQDWHQEVMATQGPDKVIFLLVGHKSDLQSTRCVSAQEAEELAASLGMAFVETSVKNNCNVDLAFDTLADAIQQALQQGDIKLEEGWGGVRLIHKTQIPRSPSRKQHSGPCQC. Result: 1 (interaction). (4) The miRNA is hsa-miR-668-3p with sequence UGUCACUCGGCUCGGCCCACUAC. The protein sequence of the target gene is MKRKQKRFLQMTLLFTVALIFLPNVGLWSLYKDKHLVKSAEPGEQQTFPLGLGDGQFYSWTDGLRRKDWHDYESIQKEAMRSGKGEHGKPYPLTEEDHDDSAYRENGFNIFVSNNIALERSLPDIRHANCKHKMYLERLPNTSIIIPFHNEGWTSLLRTIHSIINRTPGSLIAEIILVDDFSEREHLKDKLEEYMARFSKVRIVRTKKREGLIRTRLLGASMARGEVLTFLDSHCEVNVNWLPPLLNQIALNHKTIVCPMIDVIDHNHFGYEAQAGDAMRGAFDWEMYYKRIPIPPELQR.... Result: 0 (no interaction). (5) The miRNA is hsa-miR-676-5p with sequence UCUUCAACCUCAGGACUUGCA. The protein sequence of the target gene is MNLTEDCMVFEDVAIYFSQEEWGILNDAQRHLHSNVMLENFALLSSVGCWHGAKDEEVPSKQCVSVRVLQVTIPKPALSTLKAQPCKMCSSILKDILHLAEHDGTHPEQGLYTCAAEHDLHQKEQIREKLTRSDEWRPSFVNHSAHVGERNFTCTQGGKDFTASSDLLQQQVLNSGWKLYRDTQDGEAFQGEQNDFNSSQGGKDFCHQHGLFEHQKTHNGERPYEFSECGELFRYNSNLIKYQQNHAGERPYEGTEYGKTFIRKSNLVQHQKIHSEGFLSKRSDPIEHQEILSRPTPYEC.... Result: 1 (interaction). (6) The miRNA is mmu-miR-129-5p with sequence CUUUUUGCGGUCUGGGCUUGC. The protein sequence of the target gene is MEAAGTERPAGWPGAPLARTGLLLLSTWVLAGAEITWGATGGPGRLVSPASRPPVLPPLLPRAAENRWPEELASARRAAAPRRRSRLEPLSQASRGEIRTEAAGMSPEGARWVPGIPSPSQAGSARRTRRAQPPSPLERGDSWATALADGAKGSRPHTKGSREEVRATRTGGASTEELRLPSTSFALTGDSAHNQAMVHWSGHNSSVILILTKLYDFNLGSVTESSLWRSVDYGATYEKLNDKVGLKTVLSYLYVNPTNKRKIMLLSDPEMESSVLISSDEGATYQKYRLTFYIQSLLFH.... Result: 1 (interaction).